Predict the reactants needed to synthesize the given product. From a dataset of Full USPTO retrosynthesis dataset with 1.9M reactions from patents (1976-2016). The reactants are: [CH2:1]([O:3][CH:4]([O:13][CH2:14][CH3:15])[C:5]1[CH:12]=[CH:11][C:8]([CH:9]=O)=[CH:7][CH:6]=1)[CH3:2].[CH3:16][Si:17]([CH3:30])([CH3:29])[CH2:18][CH2:19][O:20][CH2:21][N:22]1[CH:26]=[CH:25][N:24]=[C:23]1[CH2:27][NH2:28]. Given the product [CH2:1]([O:3][CH:4]([O:13][CH2:14][CH3:15])[C:5]1[CH:12]=[CH:11][C:8]([CH2:9][NH:28][CH2:27][C:23]2[N:22]([CH2:21][O:20][CH2:19][CH2:18][Si:17]([CH3:30])([CH3:29])[CH3:16])[CH:26]=[CH:25][N:24]=2)=[CH:7][CH:6]=1)[CH3:2], predict the reactants needed to synthesize it.